From a dataset of Full USPTO retrosynthesis dataset with 1.9M reactions from patents (1976-2016). Predict the reactants needed to synthesize the given product. Given the product [Br:1][C:2]1[CH:10]=[C:9]2[C:5]([CH:6]=[C:7]([C:11]([N:13]3[CH2:18][CH2:17][S:16](=[O:20])(=[O:19])[CH2:15][CH2:14]3)=[O:12])[N:8]2[CH2:32][CH2:33][O:34][Si:35]([C:38]([CH3:41])([CH3:40])[CH3:39])([CH3:37])[CH3:36])=[CH:4][C:3]=1[O:21][CH:22]1[CH2:27][CH2:26][N:25]([CH:28]([CH3:30])[CH3:29])[CH2:24][CH2:23]1, predict the reactants needed to synthesize it. The reactants are: [Br:1][C:2]1[CH:10]=[C:9]2[C:5]([CH:6]=[C:7]([C:11]([N:13]3[CH2:18][CH2:17][S:16](=[O:20])(=[O:19])[CH2:15][CH2:14]3)=[O:12])[NH:8]2)=[CH:4][C:3]=1[O:21][CH:22]1[CH2:27][CH2:26][N:25]([CH:28]([CH3:30])[CH3:29])[CH2:24][CH2:23]1.Br[CH2:32][CH2:33][O:34][Si:35]([C:38]([CH3:41])([CH3:40])[CH3:39])([CH3:37])[CH3:36].